Dataset: Catalyst prediction with 721,799 reactions and 888 catalyst types from USPTO. Task: Predict which catalyst facilitates the given reaction. Reactant: Br[C:2]1[S:6][C:5]([C:7]2N=[C:11]([NH:13][C:14]3[CH:19]=[CH:18][C:17]([CH2:20][C:21]([O:23][CH2:24]C)=[O:22])=[CH:16][CH:15]=3)[C:10]([CH2:26][CH3:27])=[C:9]([CH3:28])[N:8]=2)=[CH:4][CH:3]=1.[C:29](=O)([O-])O.[Na+].[CH2:34]([C:36]1[CH:41]=[CH:40][C:39](OB(O)O)=[CH:38][CH:37]=1)[CH3:35]. Product: [CH2:26]([C:10]1[C:11]([NH:13][C:14]2[CH:19]=[CH:18][C:17]([CH2:20][C:21]([O:23][CH3:24])=[O:22])=[CH:16][CH:15]=2)=[CH:29][C:7]([C:5]2[S:6][C:2]([C:39]3[CH:40]=[CH:41][C:36]([CH2:34][CH3:35])=[CH:37][CH:38]=3)=[CH:3][CH:4]=2)=[N:8][C:9]=1[CH3:28])[CH3:27]. The catalyst class is: 224.